This data is from Reaction yield outcomes from USPTO patents with 853,638 reactions. The task is: Predict the reaction yield, written as a fraction of the theoretical maximum amount of product (1.0 means a 100% yield; for example, 0.34 means a 34% yield). (1) The reactants are Cl.Cl.[OH:3][C@@H:4]1[CH2:11][N:10]([CH2:12][CH2:13][CH2:14][N:15]2[C:21](=[O:22])[CH2:20][CH2:19][NH:18][C@H:17]([CH3:23])[CH2:16]2)[CH2:9][CH2:8][C:5]21[CH2:7][CH2:6]2.[Cl:24][C:25]1[CH:26]=[C:27]([N:31]=[C:32]=[O:33])[CH:28]=[CH:29][CH:30]=1. No catalyst specified. The product is [Cl:24][C:25]1[CH:26]=[C:27]([NH:31][C:32]([N:18]2[CH2:19][CH2:20][C:21](=[O:22])[N:15]([CH2:14][CH2:13][CH2:12][N:10]3[CH2:9][CH2:8][C:5]4([CH2:6][CH2:7]4)[C@H:4]([OH:3])[CH2:11]3)[CH2:16][C@H:17]2[CH3:23])=[O:33])[CH:28]=[CH:29][CH:30]=1. The yield is 0.730. (2) The catalyst is O. The yield is 0.494. The product is [Br:1][C:2]1[C:11]2[C:6](=[CH:7][CH:8]=[C:9]([OH:12])[CH:10]=2)[C:5](=[O:14])[N:4]([C:15]2[CH:20]=[CH:19][C:18]([OH:21])=[CH:17][CH:16]=2)[CH:3]=1. The reactants are [Br:1][C:2]1[C:11]2[C:6](=[CH:7][CH:8]=[C:9]([O:12]C)[CH:10]=2)[C:5](=[O:14])[N:4]([C:15]2[CH:20]=[CH:19][C:18]([O:21]C)=[CH:17][CH:16]=2)[CH:3]=1.C(Cl)Cl.B(Br)(Br)Br. (3) The yield is 0.640. The reactants are [N+:1]([C:4]1[CH:9]=[CH:8][C:7]([C:10]2[O:11][C:12]3[CH:13]=[N:14][CH:15]=[CH:16][C:17]=3[N:18]=2)=[CH:6][CH:5]=1)([O-])=O.[NH4+].[Cl-].O. The catalyst is [Fe].CO. The product is [N:18]1[C:17]2[CH:16]=[CH:15][N:14]=[CH:13][C:12]=2[O:11][C:10]=1[C:7]1[CH:6]=[CH:5][C:4]([NH2:1])=[CH:9][CH:8]=1. (4) The reactants are Cl[C:2]1[CH:10]=[CH:9][C:8]([N+:11]([O-:13])=[O:12])=[CH:7][C:3]=1[C:4]([OH:6])=[O:5].[C:14]1([NH2:21])[CH:19]=[CH:18][C:17]([NH2:20])=[CH:16][CH:15]=1.C(=O)([O-])[O-].[K+].[K+]. The catalyst is [Cu].O. The product is [NH2:20][C:17]1[CH:18]=[CH:19][C:14]([NH:21][C:2]2[CH:10]=[CH:9][C:8]([N+:11]([O-:13])=[O:12])=[CH:7][C:3]=2[C:4]([OH:6])=[O:5])=[CH:15][CH:16]=1. The yield is 0.640. (5) The reactants are ClC(Cl)(O[C:5](=[O:11])OC(Cl)(Cl)Cl)Cl.[NH:13]1[CH2:22][CH2:21][CH:16]([C:17]([O:19][CH3:20])=[O:18])[CH2:15][CH2:14]1.C(N(CC)CC)C.Cl.Cl.[CH3:32][NH:33][OH:34]. The catalyst is ClCCl. The product is [OH:34][N:33]([CH3:32])[C:5]([N:13]1[CH2:22][CH2:21][CH:16]([C:17]([O:19][CH3:20])=[O:18])[CH2:15][CH2:14]1)=[O:11]. The yield is 0.270. (6) The reactants are [CH3:1][O:2][C:3](=[O:24])[CH2:4][CH2:5][C:6]1[CH:11]=[CH:10][C:9]([O:12][C:13]2[CH:18]=[C:17]([F:19])[CH:16]=[C:15]([CH:20]([NH2:22])[CH3:21])[CH:14]=2)=[CH:8][C:7]=1[CH3:23].[Cl:25][C:26]1[CH:34]=[C:33]([C:35]([F:38])([F:37])[F:36])[CH:32]=[CH:31][C:27]=1[C:28](O)=[O:29]. No catalyst specified. The product is [CH3:1][O:2][C:3](=[O:24])[CH2:4][CH2:5][C:6]1[CH:11]=[CH:10][C:9]([O:12][C:13]2[CH:14]=[C:15]([C@H:20]([NH:22][C:28](=[O:29])[C:27]3[CH:31]=[CH:32][C:33]([C:35]([F:36])([F:37])[F:38])=[CH:34][C:26]=3[Cl:25])[CH3:21])[CH:16]=[C:17]([F:19])[CH:18]=2)=[CH:8][C:7]=1[CH3:23]. The yield is 0.540.